Dataset: Catalyst prediction with 721,799 reactions and 888 catalyst types from USPTO. Task: Predict which catalyst facilitates the given reaction. (1) Reactant: [CH:1](=O)[C:2]1[CH:7]=[CH:6][CH:5]=[CH:4][CH:3]=1.[NH2:9][C:10]1[CH:11]=[C:12]([C@@H:16]([NH:18][C:19]2[CH:24]=[N:23][CH:22]=[C:21]([Cl:25])[N:20]=2)[CH3:17])[CH:13]=[CH:14][CH:15]=1.C(O[BH-](OC(=O)C)OC(=O)C)(=O)C.[Na+].C(=O)([O-])O.[Na+]. Product: [CH2:1]([NH:9][C:10]1[CH:11]=[C:12]([C@@H:16]([NH:18][C:19]2[CH:24]=[N:23][CH:22]=[C:21]([Cl:25])[N:20]=2)[CH3:17])[CH:13]=[CH:14][CH:15]=1)[C:2]1[CH:7]=[CH:6][CH:5]=[CH:4][CH:3]=1. The catalyst class is: 68. (2) Product: [CH2:43]([O:1][C:2]1[CH:11]=[C:10]([C:17]2[CH:16]=[CH:15][C:14]([F:13])=[CH:19][C:18]=2[F:20])[CH:9]=[CH:8][C:3]=1[C:4]([O:6][CH3:7])=[O:5])[C:38]1[CH:39]=[CH:40][CH:41]=[CH:42][CH:37]=1. Reactant: [OH:1][C:2]1[CH:11]=[C:10](I)[CH:9]=[CH:8][C:3]=1[C:4]([O:6][CH3:7])=[O:5].[F:13][C:14]1[CH:19]=[C:18]([F:20])[CH:17]=[CH:16][C:15]=1B(O)O.C(=O)([O-])[O-].[Na+].[Na+].C1(P(C2CCCCC2)[C:37]2[CH:42]=[CH:41][CH:40]=[CH:39][C:38]=2[C:43]2C(OC)=CC=CC=2OC)CCCCC1. The catalyst class is: 491. (3) Reactant: [Li]CCCC.Br[C:7]1[CH:12]=[CH:11][CH:10]=[C:9]([CH:13]2[CH2:15][CH2:14]2)[N:8]=1.CN([CH:19]=[O:20])C. Product: [CH:13]1([C:9]2[N:8]=[C:7]([CH:19]=[O:20])[CH:12]=[CH:11][CH:10]=2)[CH2:15][CH2:14]1. The catalyst class is: 1. (4) Reactant: [C:1]1([S:7]([C:10]([CH:16]2[CH2:28][CH2:27][C:26]3[C:25]4[C:20](=[CH:21][CH:22]=[C:23]([Cl:29])[CH:24]=4)[NH:19][C:18]=3[CH2:17]2)([F:15])[C:11]([NH:13][CH3:14])=[O:12])(=[O:9])=[O:8])[CH:6]=[CH:5][CH:4]=[CH:3][CH:2]=1.C(N(CC)CC)C.[O:37](C(OC(C)(C)C)=O)[C:38]([O:40][C:41]([CH3:44])([CH3:43])[CH3:42])=O. Product: [C:41]([O:40][C:38]([N:19]1[C:18]2[CH2:17][CH:16]([C:10]([S:7]([C:1]3[CH:2]=[CH:3][CH:4]=[CH:5][CH:6]=3)(=[O:8])=[O:9])([F:15])[C:11](=[O:12])[NH:13][CH3:14])[CH2:28][CH2:27][C:26]=2[C:25]2[C:20]1=[CH:21][CH:22]=[C:23]([Cl:29])[CH:24]=2)=[O:37])([CH3:44])([CH3:43])[CH3:42]. The catalyst class is: 64.